Dataset: Catalyst prediction with 721,799 reactions and 888 catalyst types from USPTO. Task: Predict which catalyst facilitates the given reaction. (1) Reactant: S(=O)(=O)(O)O.COC[O:9][C:10]1[C:11]2[C:12]3[CH:13]=[CH:14][C:15](=[O:42])[N:16]([N:41]=3)[CH2:17][C:18]3[CH:40]=[C:22]([C:23](=[O:39])[NH:24][C:25]4[N:33]([CH2:34][C:35]([CH:38]=2)=[CH:36][CH:37]=1)[C:32]1[CH:31]=[CH:30][CH:29]=[CH:28][C:27]=1[N:26]=4)[CH:21]=[CH:20][CH:19]=3.O. Product: [OH:9][C:10]1[C:11]2[C:12]3[CH:13]=[CH:14][C:15](=[O:42])[N:16]([N:41]=3)[CH2:17][C:18]3[CH:40]=[C:22]([C:23](=[O:39])[NH:24][C:25]4[N:33]([CH2:34][C:35]([CH:38]=2)=[CH:36][CH:37]=1)[C:32]1[CH:31]=[CH:30][CH:29]=[CH:28][C:27]=1[N:26]=4)[CH:21]=[CH:20][CH:19]=3. The catalyst class is: 1. (2) Reactant: [CH3:1][C:2]1([CH3:10])[C:5](=[O:6])[CH2:4][CH:3]1C(O)=O.C([N:13]([CH2:16]C)CC)C.C1(P(N=[N+]=[N-])(C2C=CC=CC=2)=[O:25])C=CC=CC=1.[C:35]([OH:39])([CH3:38])([CH3:37])[CH3:36].C(=O)(O)[O-].[Na+]. Product: [CH3:10][C:2]1([CH3:1])[C:5](=[O:6])[CH2:4][CH:3]1[NH:13][C:16](=[O:25])[O:39][C:35]([CH3:38])([CH3:37])[CH3:36]. The catalyst class is: 11. (3) Reactant: Cl[C:2]1[N:7]=[C:6]([Cl:8])[N:5]=[C:4]([O:9][CH2:10][C@H:11]2[CH2:13][C:12]2([F:15])[F:14])[N:3]=1.Cl.[NH:17]1[CH2:22][CH2:21][CH:20]([C:23]2[C:31]3[C:26](=[N:27][CH:28]=[CH:29][CH:30]=3)[NH:25][N:24]=2)[CH2:19][CH2:18]1.CCN(C(C)C)C(C)C. Product: [Cl:8][C:6]1[N:5]=[C:4]([O:9][CH2:10][C@H:11]2[CH2:13][C:12]2([F:15])[F:14])[N:3]=[C:2]([N:17]2[CH2:18][CH2:19][CH:20]([C:23]3[C:31]4[C:26](=[N:27][CH:28]=[CH:29][CH:30]=4)[NH:25][N:24]=3)[CH2:21][CH2:22]2)[N:7]=1. The catalyst class is: 36. (4) Reactant: [CH2:1]([C:3]1[C:7]([N+:8]([O-:10])=[O:9])=[C:6]([C:11]([NH2:13])=[O:12])[NH:5][N:4]=1)[CH3:2].C1(P(C2C=CC=CC=2)C2C=CC=CC=2)C=CC=CC=1.[CH2:33]([O:35][CH2:36][CH2:37]O)[CH3:34].N(C(OC(C)(C)C)=O)=NC(OC(C)(C)C)=O.Cl. Product: [CH2:33]([O:35][CH2:36][CH2:37][N:5]1[C:6]([C:11]([NH2:13])=[O:12])=[C:7]([N+:8]([O-:10])=[O:9])[C:3]([CH2:1][CH3:2])=[N:4]1)[CH3:34]. The catalyst class is: 7. (5) Reactant: [NH2:1][C@H:2]([C:7]([OH:9])=[O:8])[CH2:3][CH:4]([CH3:6])[CH3:5].Cl[C:11](Cl)([O:13]C(=O)OC(Cl)(Cl)Cl)Cl. Product: [CH3:5][CH:4]([CH2:3][CH:2]1[NH:1][C:11](=[O:13])[O:9][C:7]1=[O:8])[CH3:6]. The catalyst class is: 1.